From a dataset of Reaction yield outcomes from USPTO patents with 853,638 reactions. Predict the reaction yield, written as a fraction of the theoretical maximum amount of product (1.0 means a 100% yield; for example, 0.34 means a 34% yield). (1) The reactants are [OH:1][C:2]1[CH:9]=[CH:8][C:5]([CH:6]=[O:7])=[CH:4][CH:3]=1.[CH2:10]([OH:13])[CH2:11][OH:12].[C:14]1([CH3:24])C(S([O-])(=O)=O)=CC=CC=1.[NH+]1C=CC=CC=1.O.C1(C)C=CC(S(O)(=O)=[O:39])=CC=1.C(=O)(O)[O-].[Na+]. The catalyst is C1(C)C=CC=CC=1. The product is [OH:39][CH2:14][CH2:24][O:7][C:6]1([C:5]2[CH:8]=[CH:9][C:2]([OH:1])=[CH:3][CH:4]=2)[O:13][CH2:10][CH2:11][O:12]1. The yield is 0.0900. (2) The reactants are S(O[CH2:12][C@H:13]1[O:17][C:16](=[O:18])[NH:15][CH2:14]1)(C1C=CC(C)=CC=1)(=O)=O.[C-:19]#[N:20].[Na+]. The catalyst is CO.O. The product is [C:19]([CH2:12][CH:13]1[O:17][C:16](=[O:18])[NH:15][CH2:14]1)#[N:20]. The yield is 0.700. (3) The reactants are [Br:1][C:2]1[CH:7]=[CH:6][C:5]([NH:8][C:9]2[O:10][CH2:11][C:12](=[O:19])[C:13]=2[C:14]([O:16][CH2:17][CH3:18])=[O:15])=[CH:4][CH:3]=1.[NH:20]1[C:28]2[C:23](=[CH:24][CH:25]=[CH:26][N:27]=2)[C:22]([CH:29]=O)=[CH:21]1.N1CCCCC1. The catalyst is C(O)C. The product is [NH:20]1[C:28]2=[N:27][CH:26]=[CH:25][CH:24]=[C:23]2[C:22]([CH:29]=[C:11]2[O:10][C:9]([NH:8][C:5]3[CH:4]=[CH:3][C:2]([Br:1])=[CH:7][CH:6]=3)=[C:13]([C:14]([O:16][CH2:17][CH3:18])=[O:15])[C:12]2=[O:19])=[CH:21]1. The yield is 0.360.